From a dataset of Full USPTO retrosynthesis dataset with 1.9M reactions from patents (1976-2016). Predict the reactants needed to synthesize the given product. (1) The reactants are: [Cl:1][C:2]1[C:11]([C:12]2([C:16]#[N:17])[CH2:15][CH2:14][CH2:13]2)=[CH:10][CH:9]=[CH:8][C:3]=1[C:4]([O:6]C)=[O:5].O.[OH-].[Li+]. Given the product [Cl:1][C:2]1[C:11]([C:12]2([C:16]#[N:17])[CH2:15][CH2:14][CH2:13]2)=[CH:10][CH:9]=[CH:8][C:3]=1[C:4]([OH:6])=[O:5], predict the reactants needed to synthesize it. (2) Given the product [F:1][C:2]1[CH:7]=[C:6]([C:8]([O:10][CH3:11])=[O:9])[CH:5]=[CH:4][C:3]=1[C:12]1[CH:17]=[C:16]([I:21])[C:15]([O:18][CH3:19])=[CH:14][C:13]=1[F:20], predict the reactants needed to synthesize it. The reactants are: [F:1][C:2]1[CH:7]=[C:6]([C:8]([O:10][CH3:11])=[O:9])[CH:5]=[CH:4][C:3]=1[C:12]1[CH:17]=[CH:16][C:15]([O:18][CH3:19])=[CH:14][C:13]=1[F:20].[I-:21]. (3) Given the product [C:1]([O-:5])(=[O:4])[CH:2]=[CH2:3].[Na+:7].[C:9]([NH:13][NH:14][C:15]1[CH:16]=[C:17]([OH:24])[C:18](=[CH:22][CH:23]=1)[C:19]([O-:21])=[O:20])(=[O:12])[CH:10]=[CH2:11].[Na+:7], predict the reactants needed to synthesize it. The reactants are: [C:1]([OH:5])(=[O:4])[CH:2]=[CH2:3].[OH-].[Na+:7].[Na+].[C:9]([NH:13][NH:14][C:15]1[CH:16]=[C:17]([OH:24])[C:18](=[CH:22][CH:23]=1)[C:19]([O-:21])=[O:20])(=[O:12])[CH:10]=[CH2:11]. (4) Given the product [ClH:47].[CH3:27][S:28]([O:31][C:32]1[CH:37]=[C:36]([C:21]2[CH:20]=[C:19]([C:4]3([C:9]4[CH:10]=[C:11]([CH2:17][CH3:18])[N:12]=[C:13]([CH2:15][CH3:16])[CH:14]=4)[C:5](=[O:8])[N:6]([CH3:7])[C:2]([NH2:1])=[N:3]3)[CH:24]=[CH:23][C:22]=2[F:25])[CH:35]=[C:34]([Cl:47])[CH:33]=1)(=[O:29])=[O:30], predict the reactants needed to synthesize it. The reactants are: [NH2:1][C:2]1[N:6]([CH3:7])[C:5](=[O:8])[C:4]([C:19]2[CH:24]=[CH:23][C:22]([F:25])=[C:21](Br)[CH:20]=2)([C:9]2[CH:14]=[C:13]([CH2:15][CH3:16])[N:12]=[C:11]([CH2:17][CH3:18])[CH:10]=2)[N:3]=1.[CH3:27][S:28]([O:31][C:32]1[CH:37]=[C:36](B2OC(C)(C)C(C)(C)O2)[CH:35]=[C:34]([Cl:47])[CH:33]=1)(=[O:30])=[O:29]. (5) Given the product [NH2:1][C:2]1[C:6]([C:7]([O:9][CH2:10][CH3:11])=[O:8])=[CH:5][N:4]([CH2:14][CH3:15])[N:3]=1, predict the reactants needed to synthesize it. The reactants are: [NH2:1][C:2]1[C:6]([C:7]([O:9][CH2:10][CH3:11])=[O:8])=[CH:5][NH:4][N:3]=1.[H-].[Na+].[CH2:14](I)[CH3:15].O. (6) Given the product [C:43]([NH:7][C:1]1[CH:6]=[CH:5][CH:4]=[CH:3][CH:2]=1)(=[O:44])[CH3:42], predict the reactants needed to synthesize it. The reactants are: [C:1]1([N:7]=[N+]=[N-])[CH:6]=[CH:5][CH:4]=[CH:3][CH:2]=1.C1(P(C2C=CC=CC=2)CCP(C2C=CC=CC=2)C2C=CC=CC=2)C=CC=CC=1.C[Mg]Br.C1C[O:44][CH2:43][CH2:42]1. (7) Given the product [CH3:25][C:26]1[CH:34]=[N:33][CH:32]=[CH:31][C:27]=1[C:28]([NH:20][C:17]1[CH:16]=[CH:15][C:14]([C:3]2[CH:4]=[C:5]([C:8]3[CH:9]=[N:10][CH:11]=[CH:12][CH:13]=3)[CH:6]=[CH:7][C:2]=2[CH3:1])=[CH:19][CH:18]=1)=[O:29], predict the reactants needed to synthesize it. The reactants are: [CH3:1][C:2]1[CH:7]=[CH:6][C:5]([C:8]2[CH:9]=[N:10][CH:11]=[CH:12][CH:13]=2)=[CH:4][C:3]=1[C:14]1[CH:19]=[CH:18][C:17]([NH2:20])=[CH:16][CH:15]=1.C(Cl)CCl.[CH3:25][C:26]1[CH:34]=[N:33][CH:32]=[CH:31][C:27]=1[C:28](O)=[O:29].